The task is: Regression. Given two drug SMILES strings and cell line genomic features, predict the synergy score measuring deviation from expected non-interaction effect.. This data is from NCI-60 drug combinations with 297,098 pairs across 59 cell lines. (1) Drug 1: CC1C(C(CC(O1)OC2CC(CC3=C2C(=C4C(=C3O)C(=O)C5=C(C4=O)C(=CC=C5)OC)O)(C(=O)CO)O)N)O.Cl. Drug 2: CC12CCC3C(C1CCC2OP(=O)(O)O)CCC4=C3C=CC(=C4)OC(=O)N(CCCl)CCCl.[Na+]. Cell line: MDA-MB-231. Synergy scores: CSS=-0.0170, Synergy_ZIP=0.737, Synergy_Bliss=-0.947, Synergy_Loewe=-2.94, Synergy_HSA=-4.04. (2) Drug 1: COC1=C2C(=CC3=C1OC=C3)C=CC(=O)O2. Drug 2: N.N.Cl[Pt+2]Cl. Cell line: MALME-3M. Synergy scores: CSS=65.6, Synergy_ZIP=3.00, Synergy_Bliss=1.22, Synergy_Loewe=8.71, Synergy_HSA=5.86. (3) Drug 1: C1C(C(OC1N2C=C(C(=O)NC2=O)F)CO)O. Drug 2: CCCCCOC(=O)NC1=NC(=O)N(C=C1F)C2C(C(C(O2)C)O)O. Cell line: HL-60(TB). Synergy scores: CSS=6.38, Synergy_ZIP=-2.65, Synergy_Bliss=-4.41, Synergy_Loewe=-20.3, Synergy_HSA=-10.0. (4) Drug 1: C#CCC(CC1=CN=C2C(=N1)C(=NC(=N2)N)N)C3=CC=C(C=C3)C(=O)NC(CCC(=O)O)C(=O)O. Drug 2: C1=NNC2=C1C(=O)NC=N2. Cell line: T-47D. Synergy scores: CSS=12.4, Synergy_ZIP=1.65, Synergy_Bliss=5.00, Synergy_Loewe=0.325, Synergy_HSA=2.58.